Predict the reaction yield, written as a fraction of the theoretical maximum amount of product (1.0 means a 100% yield; for example, 0.34 means a 34% yield). From a dataset of Reaction yield outcomes from USPTO patents with 853,638 reactions. (1) The reactants are Cl[C:2]1[N:7]=[C:6]([N:8]2[CH2:13][CH2:12][O:11][CH2:10][CH2:9]2)[N:5]=[C:4]([N:14]2[C:18]3[CH:19]=[CH:20][CH:21]=[C:22]([O:23][CH3:24])[C:17]=3[N:16]=[C:15]2[CH:25]([F:27])[F:26])[N:3]=1.[NH:28]1[CH2:31][CH:30]([NH:32][C:33](=[O:39])[O:34][C:35]([CH3:38])([CH3:37])[CH3:36])[CH2:29]1. No catalyst specified. The product is [F:26][CH:25]([F:27])[C:15]1[N:14]([C:4]2[N:5]=[C:6]([N:8]3[CH2:13][CH2:12][O:11][CH2:10][CH2:9]3)[N:7]=[C:2]([N:28]3[CH2:31][CH:30]([NH:32][C:33](=[O:39])[O:34][C:35]([CH3:37])([CH3:36])[CH3:38])[CH2:29]3)[N:3]=2)[C:18]2[CH:19]=[CH:20][CH:21]=[C:22]([O:23][CH3:24])[C:17]=2[N:16]=1. The yield is 0.900. (2) The reactants are [N:1]1[C:10]2[C:5](=[CH:6][CH:7]=[CH:8][CH:9]=2)[CH:4]=[CH:3][C:2]=1[CH2:11][O:12][C:13]1[CH:18]=[CH:17][C:16]([CH2:19][C:20]([O:22]CC)=[O:21])=[CH:15][CH:14]=1.[OH-].[K+]. The catalyst is C(O)C.O. The product is [N:1]1[C:10]2[C:5](=[CH:6][CH:7]=[CH:8][CH:9]=2)[CH:4]=[CH:3][C:2]=1[CH2:11][O:12][C:13]1[CH:14]=[CH:15][C:16]([CH2:19][C:20]([OH:22])=[O:21])=[CH:17][CH:18]=1. The yield is 0.950.